From a dataset of Full USPTO retrosynthesis dataset with 1.9M reactions from patents (1976-2016). Predict the reactants needed to synthesize the given product. Given the product [O:18]=[C:17]1[N:12]([CH2:11][C:10]2[CH:27]=[CH:28][CH:29]=[C:8]([C:5]3[N:4]=[CH:3][C:2]([B:30]4[O:34][C:33]([CH3:36])([CH3:35])[C:32]([CH3:38])([CH3:37])[O:31]4)=[CH:7][N:6]=3)[CH:9]=2)[N:13]=[C:14]([C:19]2[CH:20]=[C:21]([CH:24]=[CH:25][CH:26]=2)[C:22]#[N:23])[CH:15]=[CH:16]1, predict the reactants needed to synthesize it. The reactants are: Br[C:2]1[CH:3]=[N:4][C:5]([C:8]2[CH:9]=[C:10]([CH:27]=[CH:28][CH:29]=2)[CH2:11][N:12]2[C:17](=[O:18])[CH:16]=[CH:15][C:14]([C:19]3[CH:20]=[C:21]([CH:24]=[CH:25][CH:26]=3)[C:22]#[N:23])=[N:13]2)=[N:6][CH:7]=1.[B:30]1([B:30]2[O:34][C:33]([CH3:36])([CH3:35])[C:32]([CH3:38])([CH3:37])[O:31]2)[O:34][C:33]([CH3:36])([CH3:35])[C:32]([CH3:38])([CH3:37])[O:31]1.C([O-])(=O)C.[K+].CN(C=O)C.